From a dataset of Forward reaction prediction with 1.9M reactions from USPTO patents (1976-2016). Predict the product of the given reaction. (1) Given the reactants O=S(Cl)Cl.[CH:5]1([NH:11][C:12]2([CH2:17]Cl)[CH2:16][CH2:15][CH2:14][CH2:13]2)[CH2:10][CH2:9][CH2:8][CH2:7][CH2:6]1.ClCCN.[CH3:23][C:24]1[CH:29]=[C:28]([N+:30]([O-:32])=[O:31])[CH:27]=[CH:26][C:25]=1[N:33]=[C:34]=[O:35], predict the reaction product. The product is: [CH:5]1([N:11]2[C:12]3([CH2:16][CH2:15][CH2:14][CH2:13]3)[CH2:17][O:35][C:34]2=[N:33][C:25]2[CH:26]=[CH:27][C:28]([N+:30]([O-:32])=[O:31])=[CH:29][C:24]=2[CH3:23])[CH2:10][CH2:9][CH2:8][CH2:7][CH2:6]1. (2) Given the reactants [NH2:1][C:2]([NH:4][C:5]1[C:6]([C:18]([NH2:20])=[O:19])=[N:7][N:8]([C:10]2[CH:15]=[CH:14][C:13](I)=[C:12]([CH3:17])[CH:11]=2)[CH:9]=1)=[O:3].[OH:21][C:22]1[CH:23]=[C:24](B(O)O)[CH:25]=[CH:26][CH:27]=1.C([O-])([O-])=O.[Cs+].[Cs+], predict the reaction product. The product is: [OH:21][C:22]1[CH:27]=[C:26]([C:13]2[CH:14]=[CH:15][C:10]([N:8]3[CH:9]=[C:5]([NH:4][C:2]([NH2:1])=[O:3])[C:6]([C:18]([NH2:20])=[O:19])=[N:7]3)=[CH:11][C:12]=2[CH3:17])[CH:25]=[CH:24][CH:23]=1. (3) Given the reactants [O:1]=[C:2]1[C@@H:8]2[CH2:9][C@@H:4]([CH2:5][CH2:6][C@@H:7]2[NH:10]C(=O)OCC2C=CC=CC=2)[O:3]1, predict the reaction product. The product is: [NH2:10][C@H:7]1[CH2:6][CH2:5][C@@H:4]2[CH2:9][C@H:8]1[C:2](=[O:1])[O:3]2.